This data is from Forward reaction prediction with 1.9M reactions from USPTO patents (1976-2016). The task is: Predict the product of the given reaction. (1) Given the reactants Br[C:2]1[CH:7]=[CH:6][C:5]([C:8]([CH3:17])([CH3:16])[C:9]([NH:11][CH2:12][CH:13]([CH3:15])[CH3:14])=[O:10])=[CH:4][CH:3]=1.[C:18]1([CH3:27])[CH:23]=[CH:22][CH:21]=[CH:20][C:19]=1B(O)O, predict the reaction product. The product is: [CH2:12]([NH:11][C:9](=[O:10])[C:8]([CH3:17])([C:5]1[CH:6]=[CH:7][C:2]([C:19]2[CH:20]=[CH:21][CH:22]=[CH:23][C:18]=2[CH3:27])=[CH:3][CH:4]=1)[CH3:16])[CH:13]([CH3:15])[CH3:14]. (2) The product is: [OH:30][CH2:29][CH2:28][CH2:27][NH:26][C:23]1[O:22][C:21]([C:14]2[C:15]([NH:17][CH:18]([CH3:20])[CH3:19])=[CH:16][C:11]([NH:10][C:7]3[CH:6]=[CH:5][C:4]([C:41]#[N:42])=[CH:9][CH:8]=3)=[N:12][CH:13]=2)=[N:25][N:24]=1. Given the reactants S1[C:5]2[CH:6]=[C:7]([NH:10][C:11]3[CH:16]=[C:15]([NH:17][CH:18]([CH3:20])[CH3:19])[C:14]([C:21]4[O:22][C:23]([NH:26][CH2:27][CH2:28][CH2:29][O:30][Si](C(C)(C)C)(C)C)=[N:24][N:25]=4)=[CH:13][N:12]=3)[CH:8]=[CH:9][C:4]=2N=C1.CCC[CH2:41][N+:42](CCCC)(CCCC)CCCC.[F-], predict the reaction product. (3) The product is: [CH2:1]([O:3][C:4]1[CH:9]=[N:8][C:7]([C:10]2[CH:11]=[C:12]([CH:13]([C:14]3[C:19](=[O:20])[CH:18]=[CH:17][N:16]([C:21]4[CH:22]=[N:23][N:24]([CH3:26])[CH:25]=4)[N:15]=3)[CH3:31])[CH:27]=[CH:28][CH:29]=2)=[N:6][CH:5]=1)[CH3:2]. Given the reactants [CH2:1]([O:3][C:4]1[CH:5]=[N:6][C:7]([C:10]2[CH:11]=[C:12]([CH:27]=[CH:28][CH:29]=2)[CH2:13][C:14]2[C:19](=[O:20])[CH:18]=[CH:17][N:16]([C:21]3[CH:22]=[N:23][N:24]([CH3:26])[CH:25]=3)[N:15]=2)=[N:8][CH:9]=1)[CH3:2].I[CH3:31].[H-].[Na+], predict the reaction product. (4) Given the reactants [F:1][C:2]([F:11])([F:10])[C:3](=O)[CH2:4][C:5]([S:7][CH3:8])=O.[N+:12]([C:15]1[CH:20]=[CH:19][C:18]([NH:21][NH2:22])=[CH:17][CH:16]=1)([O-:14])=[O:13], predict the reaction product. The product is: [CH3:8][S:7][C:5]1[N:21]([C:18]2[CH:19]=[CH:20][C:15]([N+:12]([O-:14])=[O:13])=[CH:16][CH:17]=2)[N:22]=[C:3]([C:2]([F:11])([F:10])[F:1])[CH:4]=1. (5) Given the reactants C([N:4](CC)C(C)C)(C)C.CN(C(ON1N=NC2C=CC=NC1=2)=[N+](C)C)C.F[P-](F)(F)(F)(F)F.[F:34][C:35]1[CH:36]=[CH:37][C:38]([O:79][CH3:80])=[C:39]([C:41]([CH3:78])([CH3:77])[CH2:42][C:43]([OH:76])([C:72]([F:75])([F:74])[F:73])[CH2:44][NH:45][C:46]2[CH:54]=[C:53]([CH3:55])[CH:52]=[C:51]3[C:47]=2[CH:48]=[N:49][N:50]3[C:56]2[CH:57]=[C:58]([C:62]([NH:64][C:65]3([C:69]([OH:71])=O)[CH2:68][CH2:67][CH2:66]3)=[O:63])[CH:59]=[CH:60][CH:61]=2)[CH:40]=1.N, predict the reaction product. The product is: [NH2:4][C:69]([C:65]1([NH:64][C:62](=[O:63])[C:58]2[CH:59]=[CH:60][CH:61]=[C:56]([N:50]3[C:51]4[C:47](=[C:46]([NH:45][CH2:44][C:43]([OH:76])([C:72]([F:75])([F:73])[F:74])[CH2:42][C:41]([C:39]5[CH:40]=[C:35]([F:34])[CH:36]=[CH:37][C:38]=5[O:79][CH3:80])([CH3:77])[CH3:78])[CH:54]=[C:53]([CH3:55])[CH:52]=4)[CH:48]=[N:49]3)[CH:57]=2)[CH2:68][CH2:67][CH2:66]1)=[O:71]. (6) Given the reactants C[O:2][C:3](=[O:36])[CH2:4][O:5][C:6]1[CH:11]=[C:10]([CH3:12])[C:9]([C:13]2[NH:17][C:16]3[CH:18]=[C:19]([C:22](=[O:34])[NH:23][C:24]4[CH:29]=[CH:28][C:27]([C:30]([CH3:33])([CH3:32])[CH3:31])=[CH:26][CH:25]=4)[CH:20]=[CH:21][C:15]=3[N:14]=2)=[C:8]([CH3:35])[CH:7]=1.[Li+].[OH-], predict the reaction product. The product is: [C:30]([C:27]1[CH:28]=[CH:29][C:24]([NH:23][C:22]([C:19]2[CH:20]=[CH:21][C:15]3[N:14]=[C:13]([C:9]4[C:8]([CH3:35])=[CH:7][C:6]([O:5][CH2:4][C:3]([OH:36])=[O:2])=[CH:11][C:10]=4[CH3:12])[NH:17][C:16]=3[CH:18]=2)=[O:34])=[CH:25][CH:26]=1)([CH3:33])([CH3:32])[CH3:31].